Dataset: Forward reaction prediction with 1.9M reactions from USPTO patents (1976-2016). Task: Predict the product of the given reaction. (1) Given the reactants [CH3:1][O:2][C:3]1[CH:4]=[C:5]([CH:25]=[CH:26][C:27]=1[O:28][CH3:29])[CH2:6][NH:7][C:8](=[O:24])[C:9]1[CH:14]=[C:13]([N+:15]([O-:17])=[O:16])[CH:12]=[CH:11][C:10]=1[NH:18][CH:19]([CH2:22][OH:23])[CH2:20][OH:21].CO[C:32](OC)([CH3:34])[CH3:33].C1(C)C=CC(S(O)(=O)=O)=CC=1, predict the reaction product. The product is: [CH3:1][O:2][C:3]1[CH:4]=[C:5]([CH:25]=[CH:26][C:27]=1[O:28][CH3:29])[CH2:6][NH:7][C:8](=[O:24])[C:9]1[CH:14]=[C:13]([N+:15]([O-:17])=[O:16])[CH:12]=[CH:11][C:10]=1[NH:18][CH:19]1[CH2:22][O:23][C:32]([CH3:34])([CH3:33])[O:21][CH2:20]1. (2) Given the reactants [CH2:1]([N:3]([C:23]1[CH:28]=[CH:27][CH:26]=[CH:25][CH:24]=1)[C:4](=O)[CH:5]([NH:9][S:10]([C:13]1[C:18]([CH3:19])=[CH:17][C:16]([CH3:20])=[CH:15][C:14]=1[CH3:21])(=[O:12])=[O:11])[CH:6]([CH3:8])[CH3:7])[CH3:2], predict the reaction product. The product is: [CH2:1]([N:3]([CH2:4][CH:5]([NH:9][S:10]([C:13]1[C:14]([CH3:21])=[CH:15][C:16]([CH3:20])=[CH:17][C:18]=1[CH3:19])(=[O:12])=[O:11])[CH:6]([CH3:7])[CH3:8])[C:23]1[CH:28]=[CH:27][CH:26]=[CH:25][CH:24]=1)[CH3:2]. (3) Given the reactants C[C:2]1([CH3:27])C(C)(C)OB([C:9]2[CH:26]=[CH:25][C:12]([NH:13][C:14]3[C:18]4[CH:19]=[CH:20][CH:21]=[CH:22][C:17]=4[S:16](=[O:24])(=[O:23])[N:15]=3)=[CH:11][CH:10]=2)[O:3]1.I[C:29]1[C:37]2[C:32](=[N:33][CH:34]=[N:35][C:36]=2[NH2:38])[N:31]([C@H:39]2[CH2:44][CH2:43][C@H:42]([N:45]3[CH2:50][CH2:49][N:48]([CH3:51])[CH2:47][CH2:46]3)[CH2:41][CH2:40]2)[N:30]=1.C(=O)([O-])[O-:53].[Na+].[Na+], predict the reaction product. The product is: [C:2]([OH:53])(=[O:3])[CH3:27].[NH2:38][C:36]1[N:35]=[CH:34][N:33]=[C:32]2[N:31]([C@H:39]3[CH2:44][CH2:43][C@H:42]([N:45]4[CH2:46][CH2:47][N:48]([CH3:51])[CH2:49][CH2:50]4)[CH2:41][CH2:40]3)[N:30]=[C:29]([C:9]3[CH:10]=[CH:11][C:12]([NH:13][C:14]4[C:18]5[CH:19]=[CH:20][CH:21]=[CH:22][C:17]=5[S:16](=[O:23])(=[O:24])[N:15]=4)=[CH:25][CH:26]=3)[C:37]=12.